From a dataset of Full USPTO retrosynthesis dataset with 1.9M reactions from patents (1976-2016). Predict the reactants needed to synthesize the given product. (1) Given the product [C:1]([C:3]1[CH:8]=[CH:7][N:6]=[C:5]([C:9]2[C:17]3[C:12](=[CH:13][CH:14]=[C:15]([C:18]([NH:27][CH2:26][CH2:25][O:24][CH3:23])=[O:20])[CH:16]=3)[NH:11][C:10]=2[OH:22])[CH:4]=1)#[N:2], predict the reactants needed to synthesize it. The reactants are: [C:1]([C:3]1[CH:8]=[CH:7][N:6]=[C:5]([C:9]2[C:17]3[C:12](=[CH:13][CH:14]=[C:15]([C:18]([O:20]C)=O)[CH:16]=3)[NH:11][C:10]=2[OH:22])[CH:4]=1)#[N:2].[CH3:23][O:24][CH2:25][CH2:26][NH2:27]. (2) Given the product [F:38][C:37]([F:40])([F:39])[S:34]([O:1][C:2]1[CH:3]=[C:4]([O:11][C@@H:12]([C@@H:14]2[CH2:15][C:16](=[O:19])[NH:17][CH2:18]2)[CH3:13])[C:5]2[S:9][CH:8]=[N:7][C:6]=2[CH:10]=1)(=[O:36])=[O:35], predict the reactants needed to synthesize it. The reactants are: [OH:1][C:2]1[CH:3]=[C:4]([O:11][C@@H:12]([C@H:14]2[CH2:18][NH:17][C:16](=[O:19])[CH2:15]2)[CH3:13])[C:5]2[S:9][CH:8]=[N:7][C:6]=2[CH:10]=1.CCN(CC)CC.C1(N([S:34]([C:37]([F:40])([F:39])[F:38])(=[O:36])=[O:35])[S:34]([C:37]([F:40])([F:39])[F:38])(=[O:36])=[O:35])C=CC=CC=1. (3) Given the product [CH2:8]([NH:12][C:13]1[N:21]=[C:20]2[C:16]([N:17]=[C:18]([O:22][CH3:23])[N:19]2[CH2:32][CH2:33][CH:34]2[CH2:39][CH2:38][O:37][C:36]([CH3:41])([CH3:40])[CH2:35]2)=[C:15]([NH2:24])[N:14]=1)[CH2:9][CH2:10][CH3:11], predict the reactants needed to synthesize it. The reactants are: FC(F)(F)C(O)=O.[CH2:8]([NH:12][C:13]1[NH:21][C:20]2[C:16]([N:17]=[C:18]([O:22][CH3:23])[N:19]=2)=[C:15]([NH2:24])[N:14]=1)[CH2:9][CH2:10][CH3:11].C(=O)([O-])[O-].[K+].[K+].Br[CH2:32][CH2:33][CH:34]1[CH2:39][CH2:38][O:37][C:36]([CH3:41])([CH3:40])[CH2:35]1. (4) Given the product [Cl:21][C:19]1[CH:20]=[C:15]2[C:16]([CH:22]=[CH:23][N:14]2[CH:11]2[CH2:10][CH2:9][NH:8][CH2:13][CH2:12]2)=[CH:17][CH:18]=1, predict the reactants needed to synthesize it. The reactants are: C(OC([N:8]1[CH2:13][CH2:12][CH:11]([NH:14][C:15]2[CH:20]=[C:19]([Cl:21])[CH:18]=[CH:17][C:16]=2[CH2:22][CH:23](OC)OC)[CH2:10][CH2:9]1)=O)(C)(C)C.C1(C)C=CC(S(O)(=O)=O)=CC=1. (5) Given the product [CH2:1]([O:3][C:4]([C:6]1[C:15]2[C:10](=[CH:11][CH:12]=[CH:13][C:14]=2[CH2:16][CH3:17])[CH:9]=[CH:8][CH:7]=1)=[O:5])[CH3:2], predict the reactants needed to synthesize it. The reactants are: [CH2:1]([O:3][C:4]([C:6]1[C:15]2[C:10](=[CH:11][CH:12]=[CH:13][C:14]=2[CH:16]=[CH2:17])[CH:9]=[CH:8][CH:7]=1)=[O:5])[CH3:2].C(O)(=O)C.